From a dataset of Catalyst prediction with 721,799 reactions and 888 catalyst types from USPTO. Predict which catalyst facilitates the given reaction. (1) Reactant: O1CC1CO[C:5]1[CH:14]=[C:13]2[C:8]([C:9]([O:15][C:16]3[CH:17]=[C:18]4[C:22](=[CH:23][CH:24]=3)[NH:21][C:20]([CH3:25])=[CH:19]4)=[N:10][CH:11]=[N:12]2)=[CH:7][C:6]=1[O:26][CH3:27].C(N)(C)C. Product: [CH3:27][O:26][C:6]1[CH:7]=[C:8]2[C:13](=[CH:14][CH:5]=1)[N:12]=[CH:11][N:10]=[C:9]2[O:15][C:16]1[CH:17]=[C:18]2[C:22](=[CH:23][CH:24]=1)[NH:21][C:20]([CH3:25])=[CH:19]2. The catalyst class is: 3. (2) Reactant: [C:1]([O:5][C:6]([N:8]1[CH2:15][CH2:14][CH2:13][C@@H:9]1[C:10]([OH:12])=O)=[O:7])([CH3:4])([CH3:3])[CH3:2].[Cl:16][C:17]1[CH:18]=[CH:19][C:20]([N:32]2[CH:36]=[N:35][N:34]=[N:33]2)=[C:21]([CH:31]=1)[CH2:22][NH:23][C:24](=[O:30])[C@@H:25]1[CH2:29][CH2:28][CH2:27][NH:26]1.C(Cl)CCl.C1C=NC2N(O)N=NC=2C=1. Product: [C:1]([O:5][C:6]([N:8]1[CH2:15][CH2:14][CH2:13][C@@H:9]1[C:10]([N:26]1[CH2:27][CH2:28][CH2:29][C@H:25]1[C:24]([NH:23][CH2:22][C:21]1[CH:31]=[C:17]([Cl:16])[CH:18]=[CH:19][C:20]=1[N:32]1[CH:36]=[N:35][N:34]=[N:33]1)=[O:30])=[O:12])=[O:7])([CH3:2])([CH3:3])[CH3:4]. The catalyst class is: 3. (3) Reactant: Cl.[CH2:2]([C:4]1[S:24][C:7]2[N:8]=[C:9]([S:18][CH2:19][C:20]([O:22][CH3:23])=[O:21])[N:10]=[C:11]([N:12]3[CH2:17][CH2:16][NH:15][CH2:14][CH2:13]3)[C:6]=2[CH:5]=1)[CH3:3].C(N(C(C)C)CC)(C)C.[F:34][C:35]1[CH:43]=[CH:42][C:41]([F:44])=[CH:40][C:36]=1[C:37](Cl)=[O:38]. Product: [F:34][C:35]1[CH:43]=[CH:42][C:41]([F:44])=[CH:40][C:36]=1[C:37]([N:15]1[CH2:16][CH2:17][N:12]([C:11]2[C:6]3[CH:5]=[C:4]([CH2:2][CH3:3])[S:24][C:7]=3[N:8]=[C:9]([S:18][CH2:19][C:20]([O:22][CH3:23])=[O:21])[N:10]=2)[CH2:13][CH2:14]1)=[O:38]. The catalyst class is: 3. (4) Product: [F:22][C:16]1[C:17]([F:21])=[CH:18][CH:19]=[CH:20][C:15]=1[C:10]1([O:13][CH3:14])[CH2:11][CH2:12][NH:8][CH2:9]1. The catalyst class is: 4. Reactant: C(OC([N:8]1[CH2:12][CH2:11][C:10]([C:15]2[CH:20]=[CH:19][CH:18]=[C:17]([F:21])[C:16]=2[F:22])([O:13][CH3:14])[CH2:9]1)=O)(C)(C)C.FC(F)(F)C(O)=O. (5) Reactant: C([NH:5][S:6]([C:9]1[CH:14]=[CH:13][CH:12]=[C:11]([C:15]2[CH:20]=[C:19]([C:21]3[N:26]=[C:25]([C:27]([F:30])([F:29])[F:28])[CH:24]=[C:23]([C:31]4[CH:36]=[CH:35][C:34]([C:37]([F:40])([F:39])[F:38])=[C:33]([O:41][CH2:42][CH3:43])[CH:32]=4)[N:22]=3)[CH:18]=[CH:17][N:16]=2)[CH:10]=1)(=[O:8])=[O:7])(C)(C)C.C(O)(C(F)(F)F)=O. Product: [CH2:42]([O:41][C:33]1[CH:32]=[C:31]([C:23]2[CH:24]=[C:25]([C:27]([F:28])([F:29])[F:30])[N:26]=[C:21]([C:19]3[CH:18]=[CH:17][N:16]=[C:15]([C:11]4[CH:10]=[C:9]([S:6]([NH2:5])(=[O:7])=[O:8])[CH:14]=[CH:13][CH:12]=4)[CH:20]=3)[N:22]=2)[CH:36]=[CH:35][C:34]=1[C:37]([F:40])([F:39])[F:38])[CH3:43]. The catalyst class is: 4.